Dataset: Forward reaction prediction with 1.9M reactions from USPTO patents (1976-2016). Task: Predict the product of the given reaction. Given the reactants [Cl:1][C:2]1[CH:3]=[C:4]([CH:21]=[CH:22][C:23]=1[Cl:24])[O:5][C:6]1[C:11](=[O:12])[NH:10][C:9]([C:13](=[N:15][OH:16])[NH2:14])=[N:8][C:7]=1[C:17]([F:20])([F:19])[F:18].[CH3:25][CH:26]([CH3:30])[C:27](Cl)=O.C(N(CC)C(C)C)(C)C, predict the reaction product. The product is: [Cl:1][C:2]1[CH:3]=[C:4]([CH:21]=[CH:22][C:23]=1[Cl:24])[O:5][C:6]1[C:11](=[O:12])[NH:10][C:9]([C:13]2[N:14]=[C:25]([CH:26]([CH3:30])[CH3:27])[O:16][N:15]=2)=[N:8][C:7]=1[C:17]([F:20])([F:18])[F:19].